From a dataset of Catalyst prediction with 721,799 reactions and 888 catalyst types from USPTO. Predict which catalyst facilitates the given reaction. (1) Reactant: [H-].[Na+].[Cl:3][C:4]1[CH:9]=[C:8]([S:10]([C:12]2[CH:17]=[CH:16][C:15]([OH:18])=[CH:14][CH:13]=2)=[O:11])[CH:7]=[CH:6][C:5]=1[NH:19][C:20](=[O:28])[C@:21]([OH:27])([CH3:26])[C:22]([F:25])([F:24])[F:23].Br[CH2:30][CH2:31][CH2:32][OH:33]. Product: [Cl:3][C:4]1[CH:9]=[C:8]([S:10]([C:12]2[CH:17]=[CH:16][C:15]([O:18][CH2:30][CH2:31][CH2:32][OH:33])=[CH:14][CH:13]=2)=[O:11])[CH:7]=[CH:6][C:5]=1[NH:19][C:20](=[O:28])[C@:21]([OH:27])([CH3:26])[C:22]([F:25])([F:23])[F:24]. The catalyst class is: 3. (2) Reactant: O.[O:2]1[C:11]2[CH:10]=[C:9]([CH2:12][N:13]([CH:21]3[CH2:26][CH2:25][NH:24][CH2:23][CH2:22]3)[C:14](=[O:20])[O:15][C:16]([CH3:19])([CH3:18])[CH3:17])[N:8]=[CH:7][C:6]=2[O:5][CH2:4][CH2:3]1.O.Cl.[F:29][C:30]1[CH:39]=[C:38]2[C:33]([CH:34]=[CH:35][C:36](=[O:43])[N:37]2[CH2:40][CH:41]=O)=[N:32][CH:31]=1.C(O[BH-](OC(=O)C)OC(=O)C)(=O)C.[Na+].[OH-].[Na+]. Product: [O:2]1[C:11]2[CH:10]=[C:9]([CH2:12][N:13]([CH:21]3[CH2:26][CH2:25][N:24]([CH2:41][CH2:40][N:37]4[C:38]5[C:33](=[N:32][CH:31]=[C:30]([F:29])[CH:39]=5)[CH:34]=[CH:35][C:36]4=[O:43])[CH2:23][CH2:22]3)[C:14](=[O:20])[O:15][C:16]([CH3:19])([CH3:18])[CH3:17])[N:8]=[CH:7][C:6]=2[O:5][CH2:4][CH2:3]1. The catalyst class is: 264. (3) Reactant: C[O:2][C:3]1[CH:8]=[CH:7][CH:6]=[CH:5][C:4]=1[C:9]1[N:10]([CH2:22][CH2:23][C:24]2[CH:29]=[CH:28][CH:27]=[CH:26][CH:25]=2)[C:11](=[O:21])[C:12]2[CH2:20][CH2:19][CH2:18][CH2:17][CH2:16][CH2:15][C:13]=2[N:14]=1.B(Br)(Br)Br. Product: [OH:2][C:3]1[CH:8]=[CH:7][CH:6]=[CH:5][C:4]=1[C:9]1[N:10]([CH2:22][CH2:23][C:24]2[CH:25]=[CH:26][CH:27]=[CH:28][CH:29]=2)[C:11](=[O:21])[C:12]2[CH2:20][CH2:19][CH2:18][CH2:17][CH2:16][CH2:15][C:13]=2[N:14]=1. The catalyst class is: 793. (4) Reactant: Br[C:2]1[N:3]=[C:4]([CH:26]([C:40]2[CH:45]=[C:44]([O:46][CH2:47][CH3:48])[CH:43]=[C:42]([O:49][CH:50]([CH3:52])[CH3:51])[C:41]=2[F:53])[NH:27][C:28]2[CH:33]=[CH:32][C:31]([C:34]3[N:38]=[C:37]([CH3:39])[O:36][N:35]=3)=[CH:30][CH:29]=2)[N:5]([C:7]([C:20]2[CH:25]=[CH:24][CH:23]=[CH:22][CH:21]=2)([C:14]2[CH:19]=[CH:18][CH:17]=[CH:16][CH:15]=2)[C:8]2[CH:13]=[CH:12][CH:11]=[CH:10][CH:9]=2)[CH:6]=1.[CH:54]([C:56]1[CH:61]=[CH:60][CH:59]=[CH:58][C:57]=1B(O)O)=[O:55].C([O-])([O-])=O.[Na+].[Na+]. Product: [CH2:47]([O:46][C:44]1[CH:43]=[C:42]([O:49][CH:50]([CH3:51])[CH3:52])[C:41]([F:53])=[C:40]([CH:26]([NH:27][C:28]2[CH:29]=[CH:30][C:31]([C:34]3[N:38]=[C:37]([CH3:39])[O:36][N:35]=3)=[CH:32][CH:33]=2)[C:4]2[N:5]([C:7]([C:14]3[CH:15]=[CH:16][CH:17]=[CH:18][CH:19]=3)([C:20]3[CH:25]=[CH:24][CH:23]=[CH:22][CH:21]=3)[C:8]3[CH:13]=[CH:12][CH:11]=[CH:10][CH:9]=3)[CH:6]=[C:2]([C:57]3[CH:58]=[CH:59][CH:60]=[CH:61][C:56]=3[CH:54]=[O:55])[N:3]=2)[CH:45]=1)[CH3:48]. The catalyst class is: 149.